Predict the product of the given reaction. From a dataset of Forward reaction prediction with 1.9M reactions from USPTO patents (1976-2016). Given the reactants [C:1]12([C:11]3[CH:12]=[C:13]([Mg]Br)[CH:14]=[CH:15][C:16]=3[O:17][CH3:18])[CH2:10][CH:5]3[CH2:6][CH:7]([CH2:9][CH:3]([CH2:4]3)[CH2:2]1)[CH2:8]2.C[O:22][B:23](OC)[O:24]C, predict the reaction product. The product is: [C:1]12([C:11]3[CH:12]=[C:13]([B:23]([OH:24])[OH:22])[CH:14]=[CH:15][C:16]=3[O:17][CH3:18])[CH2:10][CH:5]3[CH2:6][CH:7]([CH2:9][CH:3]([CH2:4]3)[CH2:2]1)[CH2:8]2.